This data is from Peptide-MHC class I binding affinity with 185,985 pairs from IEDB/IMGT. The task is: Regression. Given a peptide amino acid sequence and an MHC pseudo amino acid sequence, predict their binding affinity value. This is MHC class I binding data. (1) The peptide sequence is FLRGRAYGI. The MHC is Mamu-B03 with pseudo-sequence Mamu-B03. The binding affinity (normalized) is 0. (2) The peptide sequence is IINFTISMRY. The MHC is HLA-A68:01 with pseudo-sequence HLA-A68:01. The binding affinity (normalized) is 0.396. (3) The peptide sequence is TMLYNKMEF. The MHC is HLA-B46:01 with pseudo-sequence HLA-B46:01. The binding affinity (normalized) is 0.0847. (4) The peptide sequence is TLASIGTAF. The MHC is HLA-B57:01 with pseudo-sequence HLA-B57:01. The binding affinity (normalized) is 0.0847.